This data is from Catalyst prediction with 721,799 reactions and 888 catalyst types from USPTO. The task is: Predict which catalyst facilitates the given reaction. The catalyst class is: 64. Reactant: [F:1][C:2]([F:10])([F:9])[C:3]1[N:4]=[C:5]([NH2:8])[S:6][CH:7]=1.Cl[C:12]([O:14][C:15]1[CH:20]=[CH:19][CH:18]=[CH:17][CH:16]=1)=[O:13].N1C=CC=CC=1. Product: [C:15]1([O:14][C:12](=[O:13])[NH:8][C:5]2[S:6][CH:7]=[C:3]([C:2]([F:10])([F:9])[F:1])[N:4]=2)[CH:20]=[CH:19][CH:18]=[CH:17][CH:16]=1.